The task is: Predict the reactants needed to synthesize the given product.. This data is from Full USPTO retrosynthesis dataset with 1.9M reactions from patents (1976-2016). (1) Given the product [CH3:16][S:17][C:2]1[CH:10]=[C:9]2[C:5]([CH:6]=[CH:7][NH:8]2)=[CH:4][CH:3]=1, predict the reactants needed to synthesize it. The reactants are: Br[C:2]1[CH:10]=[C:9]2[C:5]([CH:6]=[CH:7][NH:8]2)=[CH:4][CH:3]=1.[Li]C(C)(C)C.[CH3:16][S:17]SC. (2) The reactants are: Br[C:2]1[CH:7]=[CH:6][C:5]([NH:8][C:9]([CH3:13])([CH3:12])[CH2:10][CH3:11])=[C:4]([N+:14]([O-:16])=[O:15])[CH:3]=1.[NH2:17][C:18]1[N:23]=[CH:22][C:21](B2OC(C)(C)C(C)(C)O2)=[CH:20][N:19]=1.C([O-])([O-])=O.[K+].[K+]. Given the product [CH3:12][C:9]([NH:8][C:5]1[CH:6]=[CH:7][C:2]([C:21]2[CH:20]=[N:19][C:18]([NH2:17])=[N:23][CH:22]=2)=[CH:3][C:4]=1[N+:14]([O-:16])=[O:15])([CH3:13])[CH2:10][CH3:11], predict the reactants needed to synthesize it. (3) Given the product [CH3:23][O:8][C:7](=[O:9])[C:6]1[CH:10]=[C:11]([N+:12]([O-:14])=[O:13])[C:3]([O:2][CH3:1])=[C:4]([N+:15]([O-:17])=[O:16])[CH:5]=1, predict the reactants needed to synthesize it. The reactants are: [CH3:1][O:2][C:3]1[C:11]([N+:12]([O-:14])=[O:13])=[CH:10][C:6]([C:7]([OH:9])=[O:8])=[CH:5][C:4]=1[N+:15]([O-:17])=[O:16].OS(O)(=O)=O.[CH3:23]O. (4) Given the product [C:6](=[O:22])([O:20][CH3:21])[O:7][C:8]1[CH:13]=[C:12]([N+:23]([O-:25])=[O:24])[C:11]([Br:14])=[CH:10][C:9]=1[CH:15]1[CH2:19][CH2:18][CH2:17][CH2:16]1, predict the reactants needed to synthesize it. The reactants are: OS(O)(=O)=O.[C:6](=[O:22])([O:20][CH3:21])[O:7][C:8]1[CH:13]=[CH:12][C:11]([Br:14])=[CH:10][C:9]=1[CH:15]1[CH2:19][CH2:18][CH2:17][CH2:16]1.[N+:23]([O-])([O-:25])=[O:24].[K+].